Dataset: Reaction yield outcomes from USPTO patents with 853,638 reactions. Task: Predict the reaction yield, written as a fraction of the theoretical maximum amount of product (1.0 means a 100% yield; for example, 0.34 means a 34% yield). (1) The reactants are [CH2:1]([NH:5][C:6]([NH:8][C:9]1[CH:14]=[CH:13][CH:12]=[C:11]([C:15]([F:18])([F:17])[F:16])[CH:10]=1)=[O:7])[CH2:2][CH2:3][CH3:4].C([O:21][CH:22]=[C:23]([C:29](OCC)=O)[C:24]([O:26][CH2:27][CH3:28])=[O:25])C.CC(C)([O-])C.[K+].C(OCC)(=O)C. The catalyst is CN1C(=O)CCC1. The product is [CH2:1]([N:5]1[CH:29]=[C:23]([C:24]([O:26][CH2:27][CH3:28])=[O:25])[C:22](=[O:21])[N:8]([C:9]2[CH:14]=[CH:13][CH:12]=[C:11]([C:15]([F:16])([F:17])[F:18])[CH:10]=2)[C:6]1=[O:7])[CH2:2][CH2:3][CH3:4]. The yield is 0.330. (2) The reactants are [H-].[Na+].[N:3]1[CH:8]=[CH:7][CH:6]=[C:5]([CH2:9][C:10]#[N:11])[CH:4]=1.Cl[CH2:13][CH2:14][N:15]([CH2:23][CH2:24]Cl)[C:16](=[O:22])[O:17][C:18]([CH3:21])([CH3:20])[CH3:19]. The catalyst is CN(C)C=O. The product is [C:10]([C:9]1([C:5]2[CH:4]=[N:3][CH:8]=[CH:7][CH:6]=2)[CH2:24][CH2:23][N:15]([C:16]([O:17][C:18]([CH3:20])([CH3:19])[CH3:21])=[O:22])[CH2:14][CH2:13]1)#[N:11]. The yield is 0.490. (3) The reactants are [NH2:1][C:2]1[C:11]([C:12]([NH2:14])=[O:13])=[C:10]([NH:15][C:16]2[CH:17]=[C:18]([CH:24]=[CH:25][CH:26]=2)[C:19]([O:21]CC)=[O:20])[C:9]2[C:4](=[CH:5][C:6](Br)=[CH:7][CH:8]=2)[N:3]=1.[CH3:28][O:29][C:30]1[N:35]=[C:34]([O:36][CH3:37])[C:33](B(O)O)=[CH:32][N:31]=1.C(=O)([O-])[O-].[K+].[K+].[OH-].[Na+]. The catalyst is CC(C)([P](C(C)(C)C)([Pd][P](C(C)(C)C)(C(C)(C)C)C(C)(C)C)C(C)(C)C)C.C(O)(=O)C.O.O1CCOCC1. The product is [NH2:1][C:2]1[C:11]([C:12]([NH2:14])=[O:13])=[C:10]([NH:15][C:16]2[CH:17]=[C:18]([CH:24]=[CH:25][CH:26]=2)[C:19]([OH:21])=[O:20])[C:9]2[C:4](=[CH:5][C:6]([C:33]3[C:34]([O:36][CH3:37])=[N:35][C:30]([O:29][CH3:28])=[N:31][CH:32]=3)=[CH:7][CH:8]=2)[N:3]=1. The yield is 0.150. (4) The reactants are [I:1][C:2]1[CH:3]=[C:4]2[C:8](=[CH:9][CH:10]=1)[NH:7][C:6](=[O:11])[C:5]2=O.C(O)(C(F)(F)F)=O.[CH3:20][O:21][C:22](=[O:52])[CH2:23][CH2:24][C:25]1[CH:30]=[CH:29][C:28]([S:31]([NH:34][C:35]2[CH:51]=[CH:50][C:38]([C:39]([NH:41][NH:42]C(OC(C)(C)C)=O)=[O:40])=[CH:37][CH:36]=2)(=[O:33])=[O:32])=[CH:27][CH:26]=1. The catalyst is C(O)(=O)C. The product is [I:1][C:2]1[CH:3]=[C:4]2[C:8](=[CH:9][CH:10]=1)[NH:7][C:6](=[O:11])[C:5]2=[N:42][NH:41][C:39]([C:38]1[CH:37]=[CH:36][C:35]([NH:34][S:31]([C:28]2[CH:29]=[CH:30][C:25]([CH2:24][CH2:23][C:22]([O:21][CH3:20])=[O:52])=[CH:26][CH:27]=2)(=[O:33])=[O:32])=[CH:51][CH:50]=1)=[O:40]. The yield is 0.870.